Dataset: Reaction yield outcomes from USPTO patents with 853,638 reactions. Task: Predict the reaction yield, written as a fraction of the theoretical maximum amount of product (1.0 means a 100% yield; for example, 0.34 means a 34% yield). (1) The reactants are Br[CH2:2][C:3]([OH:5])=[O:4].[CH2:6]([NH2:9])[CH2:7][CH3:8].[OH-].[Na+].[C:12](=O)([O:18]C(C)(C)C)[O:13][C:14]([CH3:17])([CH3:16])[CH3:15].O.C(O)(=O)CC(CC(O)=O)(C(O)=O)O. The catalyst is O1CCCC1.C(O)C. The product is [C:14]([O:13][C:12]([N:9]([CH2:2][C:3]([OH:5])=[O:4])[CH2:6][CH2:7][CH3:8])=[O:18])([CH3:17])([CH3:16])[CH3:15]. The yield is 0.650. (2) The reactants are [CH3:1][N:2]([S:16]([CH3:19])(=[O:18])=[O:17])[C:3]1[CH:4]=[C:5]([CH:10]=[C:11]([N+:13]([O-])=O)[CH:12]=1)[C:6]([O:8][CH3:9])=[O:7].CO. The catalyst is [Pd].C(OCC)(=O)C. The product is [NH2:13][C:11]1[CH:10]=[C:5]([CH:4]=[C:3]([N:2]([CH3:1])[S:16]([CH3:19])(=[O:18])=[O:17])[CH:12]=1)[C:6]([O:8][CH3:9])=[O:7]. The yield is 0.990. (3) The reactants are [CH2:1]([O:8][C:9]1[CH:30]=[C:29]([CH2:31][CH3:32])[CH:28]=[CH:27][C:10]=1[O:11][C:12]1[CH:17]=[CH:16][C:15]([N:18]2[CH2:22][CH:21]([CH2:23][OH:24])[O:20][C:19]2=[O:25])=[CH:14][C:13]=1[F:26])[C:2]1[CH:7]=[CH:6][CH:5]=[CH:4][CH:3]=1.C(N(CC)CC)C.[CH3:40][S:41](Cl)(=[O:43])=[O:42]. The catalyst is ClCCl.O. The product is [CH2:1]([O:8][C:9]1[CH:30]=[C:29]([CH2:31][CH3:32])[CH:28]=[CH:27][C:10]=1[O:11][C:12]1[CH:17]=[CH:16][C:15]([N:18]2[CH2:22][CH:21]([CH2:23][O:24][S:41]([CH3:40])(=[O:43])=[O:42])[O:20][C:19]2=[O:25])=[CH:14][C:13]=1[F:26])[C:2]1[CH:3]=[CH:4][CH:5]=[CH:6][CH:7]=1. The yield is 0.428. (4) The reactants are C[O:2][C:3]([C:5]1[S:17][C:8]2=[N:9][CH:10]=[C:11]([NH:13][C:14](=[O:16])[CH3:15])[CH:12]=[C:7]2[C:6]=1[O:18][CH2:19][C:20]([O:22]C(C)(C)C)=[O:21])=[O:4].O.[Li+].[OH-]. The catalyst is C1COCC1. The product is [C:14]([NH:13][C:11]1[CH:12]=[C:7]2[C:6]([O:18][CH2:19][C:20]([OH:22])=[O:21])=[C:5]([C:3]([OH:4])=[O:2])[S:17][C:8]2=[N:9][CH:10]=1)(=[O:16])[CH3:15]. The yield is 0.850. (5) The reactants are [CH3:1][O:2][C:3]([C:5]1[S:6][C:7]([C:11]([OH:13])=O)=[CH:8][C:9]=1[CH3:10])=[O:4].[NH2:14][CH:15]([C:17]1[CH:18]=[C:19]([OH:23])[CH:20]=[CH:21][CH:22]=1)[CH3:16].C(N(CC)CC)C.C1C=CC2N(O)N=NC=2C=1.CN(C(ON1N=NC2C=CC=CC1=2)=[N+](C)C)C.F[P-](F)(F)(F)(F)F. The catalyst is CN(C=O)C. The product is [CH3:1][O:2][C:3]([C:5]1[S:6][C:7]([C:11](=[O:13])[NH:14][CH:15]([C:17]2[CH:22]=[CH:21][CH:20]=[C:19]([OH:23])[CH:18]=2)[CH3:16])=[CH:8][C:9]=1[CH3:10])=[O:4]. The yield is 0.750. (6) The reactants are [F:1][C:2]1[CH:18]=[CH:17][C:5]([CH2:6][N:7]2[CH:12]=[CH:11][CH:10]=[C:9]([C:13]([OH:15])=O)[C:8]2=[O:16])=[CH:4][CH:3]=1.[ClH:19].Cl.[F:21][C:22]1[CH:23]=[C:24]([NH:49]C(NC(=O)CC2C=CC(F)=CC=2)=S)[CH:25]=[CH:26][C:27]=1[O:28][C:29]1[C:34]2=[C:35]([CH3:48])C(OCCN3CCN(C)CC3)=CN2N=CN=1.C[N:64]([C:66](ON1N=NC2C=CC=CC1=2)=[N+:67]([CH3:69])C)C.[B-](F)(F)(F)F.[CH3:85]CN(C(C)C)C(C)C. The catalyst is CN(C=O)C. The product is [ClH:19].[NH:64]1[C:66]2=[N:67][CH:69]=[CH:85][C:29]([O:28][C:27]3[CH:26]=[CH:25][C:24]([NH:49][C:13]([C:9]4[C:8](=[O:16])[N:7]([CH2:6][C:5]5[CH:4]=[CH:3][C:2]([F:1])=[CH:18][CH:17]=5)[CH:12]=[CH:11][CH:10]=4)=[O:15])=[CH:23][C:22]=3[F:21])=[C:34]2[CH:35]=[CH:48]1. The yield is 0.590.